This data is from Forward reaction prediction with 1.9M reactions from USPTO patents (1976-2016). The task is: Predict the product of the given reaction. (1) Given the reactants C(OC([N:8]1[CH2:13][CH2:12][CH:11]([C:14]2[O:15][C:16]([C:27]3[CH:32]=[CH:31][C:30]([F:33])=[CH:29][CH:28]=3)=[C:17]([C:19]3[CH:24]=[CH:23][C:22]([O:25][CH3:26])=[CH:21][CH:20]=3)[N:18]=2)[CH2:10][CH2:9]1)=O)(C)(C)C.FC(F)(F)C(O)=O, predict the reaction product. The product is: [F:33][C:30]1[CH:31]=[CH:32][C:27]([C:16]2[O:15][C:14]([CH:11]3[CH2:10][CH2:9][NH:8][CH2:13][CH2:12]3)=[N:18][C:17]=2[C:19]2[CH:20]=[CH:21][C:22]([O:25][CH3:26])=[CH:23][CH:24]=2)=[CH:28][CH:29]=1. (2) Given the reactants Cl[C:2]1[C:11](Cl)=[N:10][C:9]2[C:4](=[CH:5][CH:6]=[CH:7][CH:8]=2)[N:3]=1.C([N:15](CC)CC)C.[NH2:20][CH:21]([CH2:24][CH:25]([CH3:27])[CH3:26])[CH2:22]O, predict the reaction product. The product is: [CH2:24]([C:21]1[N:20]=[C:2]2[C:11]([NH2:15])=[N:10][C:9]3[C:4](=[CH:5][CH:6]=[CH:7][CH:8]=3)[N:3]2[CH:22]=1)[CH:25]([CH3:27])[CH3:26].